From a dataset of Full USPTO retrosynthesis dataset with 1.9M reactions from patents (1976-2016). Predict the reactants needed to synthesize the given product. (1) Given the product [NH2:8][CH2:9][C:10]([O:12][C:13]1[CH:14]=[C:15]2[C:31](=[CH:32][CH:33]=1)[C:30]1[CH2:29][CH2:28][N:27]3[C@H:18]([CH2:19][C@H:20]4[C@@H:25]([CH2:26]3)[CH2:24][C@@H:23]([O:34][C:35]([C:37]3[CH:42]=[C:41]([O:43][CH3:44])[C:40]([O:45][C:46]([O:48][CH2:49][CH3:50])=[O:47])=[C:39]([O:51][CH3:52])[CH:38]=3)=[O:36])[C@H:22]([O:53][CH3:54])[C@H:21]4[C:55]([O:57][CH3:58])=[O:56])[C:17]=1[NH:16]2)=[O:11], predict the reactants needed to synthesize it. The reactants are: C(OC([NH:8][CH2:9][C:10]([O:12][C:13]1[CH:14]=[C:15]2[C:31](=[CH:32][CH:33]=1)[C:30]1[CH2:29][CH2:28][N:27]3[C@H:18]([CH2:19][C@H:20]4[C@@H:25]([CH2:26]3)[CH2:24][C@@H:23]([O:34][C:35]([C:37]3[CH:42]=[C:41]([O:43][CH3:44])[C:40]([O:45][C:46]([O:48][CH2:49][CH3:50])=[O:47])=[C:39]([O:51][CH3:52])[CH:38]=3)=[O:36])[C@H:22]([O:53][CH3:54])[C@H:21]4[C:55]([O:57][CH3:58])=[O:56])[C:17]=1[NH:16]2)=[O:11])=O)(C)(C)C. (2) Given the product [F:11][C:9]1[N:8]=[C:7]2[C:3]([N:4]=[CH:5][NH:6]2)=[C:2]([NH:12][CH2:13][C:14]2[CH:19]=[CH:18][CH:17]=[CH:16][N:15]=2)[N:10]=1, predict the reactants needed to synthesize it. The reactants are: Cl[C:2]1[N:10]=[C:9]([F:11])[N:8]=[C:7]2[C:3]=1[N:4]=[CH:5][NH:6]2.[NH2:12][CH2:13][C:14]1[CH:19]=[CH:18][CH:17]=[CH:16][N:15]=1.